This data is from NCI-60 drug combinations with 297,098 pairs across 59 cell lines. The task is: Regression. Given two drug SMILES strings and cell line genomic features, predict the synergy score measuring deviation from expected non-interaction effect. Drug 1: CC1=C(C=C(C=C1)NC(=O)C2=CC=C(C=C2)CN3CCN(CC3)C)NC4=NC=CC(=N4)C5=CN=CC=C5. Drug 2: CC1C(C(CC(O1)OC2CC(CC3=C2C(=C4C(=C3O)C(=O)C5=C(C4=O)C(=CC=C5)OC)O)(C(=O)CO)O)N)O.Cl. Cell line: HCT-15. Synergy scores: CSS=22.6, Synergy_ZIP=0.801, Synergy_Bliss=1.11, Synergy_Loewe=-4.16, Synergy_HSA=0.781.